Task: Predict the product of the given reaction.. Dataset: Forward reaction prediction with 1.9M reactions from USPTO patents (1976-2016) (1) Given the reactants [NH2:1][CH:2]1[CH2:7][CH2:6][N:5]([CH2:8][C:9]2[CH:14]=[CH:13][N:12]=[C:11]([C:15]3[CH:20]=[C:19]([O:21][CH3:22])[C:18]([O:23][CH3:24])=[C:17]([O:25][CH3:26])[CH:16]=3)[CH:10]=2)[CH2:4][CH2:3]1.[N+:27]([C:30]1[CH:35]=[CH:34][CH:33]=[CH:32][C:31]=1[S:36](Cl)(=[O:38])=[O:37])([O-:29])=[O:28], predict the reaction product. The product is: [N+:27]([C:30]1[CH:35]=[CH:34][CH:33]=[CH:32][C:31]=1[S:36]([NH:1][CH:2]1[CH2:7][CH2:6][N:5]([CH2:8][C:9]2[CH:14]=[CH:13][N:12]=[C:11]([C:15]3[CH:20]=[C:19]([O:21][CH3:22])[C:18]([O:23][CH3:24])=[C:17]([O:25][CH3:26])[CH:16]=3)[CH:10]=2)[CH2:4][CH2:3]1)(=[O:38])=[O:37])([O-:29])=[O:28]. (2) Given the reactants [C:1]1([NH:7][NH2:8])[CH:6]=[CH:5][CH:4]=[CH:3][CH:2]=1.[C:9]1([N:15]([C:24]2[CH:29]=[CH:28][CH:27]=[CH:26][CH:25]=2)[C:16]2[CH:23]=[CH:22][C:19]([CH:20]=O)=[CH:18][CH:17]=2)[CH:14]=[CH:13][CH:12]=[CH:11][CH:10]=1, predict the reaction product. The product is: [C:1]1([NH:7][N:8]=[CH:20][C:19]2[CH:18]=[CH:17][C:16]([N:15]([C:24]3[CH:29]=[CH:28][CH:27]=[CH:26][CH:25]=3)[C:9]3[CH:14]=[CH:13][CH:12]=[CH:11][CH:10]=3)=[CH:23][CH:22]=2)[CH:6]=[CH:5][CH:4]=[CH:3][CH:2]=1. (3) Given the reactants [N:1]1([C:7]2[N:12]=[CH:11][C:10]([OH:13])=[CH:9][CH:8]=2)[CH2:6][CH2:5][NH:4][CH2:3][CH2:2]1.[C:14]([O-])([O-])=O.[K+].[K+].Cl[CH2:21][CH2:22][C:23]([C:25]1[CH:30]=[CH:29][C:28]([Cl:31])=[CH:27][CH:26]=1)=[O:24], predict the reaction product. The product is: [Cl:31][C:28]1[CH:29]=[CH:30][C:25]([C:23](=[O:24])[CH2:22][CH2:21][N:4]2[CH2:5][CH2:6][N:1]([C:7]3[CH:8]=[CH:9][C:10]([O:13][CH3:14])=[CH:11][N:12]=3)[CH2:2][CH2:3]2)=[CH:26][CH:27]=1. (4) Given the reactants [C@H:1]12[CH2:7][C@H:4]([NH:5][CH2:6]1)[CH2:3][N:2]2[C:8]([O:10][C:11]([CH3:14])([CH3:13])[CH3:12])=[O:9].[F:15][C:16]1[CH:21]=[CH:20][C:19](I)=[CH:18][N:17]=1.COC1C=CC2C(=CC=CC=2)C=1C1C2C(=CC=CC=2)C=CC=1P(C1C=CC=CC=1)C1C=CC=CC=1.CC(C)([O-])C.[Na+], predict the reaction product. The product is: [F:15][C:16]1[N:17]=[CH:18][C:19]([N:5]2[CH2:6][C@@H:1]3[CH2:7][C@H:4]2[CH2:3][N:2]3[C:8]([O:10][C:11]([CH3:14])([CH3:13])[CH3:12])=[O:9])=[CH:20][CH:21]=1. (5) The product is: [CH3:1][O:2][C:3]1[CH:8]=[CH:7][C:6]([O:9][CH3:10])=[CH:5][C:4]=1[CH2:11][C@H:12]([NH:14][C:15](=[O:20])[C:16]([F:17])([F:18])[F:19])[CH3:13]. Given the reactants [CH3:1][O:2][C:3]1[CH:8]=[CH:7][C:6]([O:9][CH3:10])=[CH:5][C:4]=1[C:11](=O)[C@H:12]([NH:14][C:15](=[O:20])[C:16]([F:19])([F:18])[F:17])[CH3:13].C([SiH](CC)CC)C, predict the reaction product. (6) Given the reactants [F:1][C:2]([S:5]([O-:7])=O)([F:4])[F:3].[K+].Cl.C(N(CC)CC)C.S(Cl)(Cl)=O.[NH2:21][C:22]1[N:26]([C:27]2[C:32]([Cl:33])=[CH:31][C:30]([C:34]([F:37])([F:36])[F:35])=[CH:29][C:28]=2[Cl:38])[N:25]=[C:24]([C:39]#[N:40])[CH:23]=1, predict the reaction product. The product is: [CH:31]1[C:30]([C:34]([F:37])([F:36])[F:35])=[CH:29][C:28]([Cl:38])=[C:27]([N:26]2[N:25]=[C:24]([C:39]#[N:40])[C:23]([S+:5]([O-:7])[C:2]([F:4])([F:3])[F:1])=[C:22]2[NH2:21])[C:32]=1[Cl:33]. (7) Given the reactants F[C:2]1[C:10](C)=[CH:9][CH:8]=[C:7]([N:12]2[N:16]=[CH:15][CH:14]=[N:13]2)[C:3]=1[C:4]([OH:6])=[O:5].IC1C=CC(OC)=CC=1[C:20](O)=[O:21], predict the reaction product. The product is: [CH3:20][O:21][C:10]1[CH:9]=[CH:8][C:7]([N:12]2[N:16]=[CH:15][CH:14]=[N:13]2)=[C:3]([CH:2]=1)[C:4]([OH:6])=[O:5].